Task: Predict the reactants needed to synthesize the given product.. Dataset: Full USPTO retrosynthesis dataset with 1.9M reactions from patents (1976-2016) (1) Given the product [OH:13][C@@H:12]([C:14]1[CH:19]=[CH:18][CH:17]=[CH:16][CH:15]=1)[CH2:11][NH:10][C:7]1[CH:8]=[CH:9][C:4]([CH2:3][CH2:2][NH:1][CH2:40][C@@H:39]([C:31]2[CH:30]=[CH:29][C:28]([O:27][CH2:20][C:21]3[CH:26]=[CH:25][CH:24]=[CH:23][CH:22]=3)=[C:37]3[C:32]=2[CH:33]=[CH:34][C:35](=[O:38])[NH:36]3)[O:42][Si:43]([C:46]([CH3:49])([CH3:48])[CH3:47])([CH3:45])[CH3:44])=[CH:5][CH:6]=1, predict the reactants needed to synthesize it. The reactants are: [NH2:1][CH2:2][CH2:3][C:4]1[CH:9]=[CH:8][C:7]([NH:10][CH2:11][C@H:12]([C:14]2[CH:19]=[CH:18][CH:17]=[CH:16][CH:15]=2)[OH:13])=[CH:6][CH:5]=1.[CH2:20]([O:27][C:28]1[CH:29]=[CH:30][C:31]([C@@H:39]([O:42][Si:43]([C:46]([CH3:49])([CH3:48])[CH3:47])([CH3:45])[CH3:44])[CH2:40]Br)=[C:32]2[C:37]=1[NH:36][C:35](=[O:38])[CH:34]=[CH:33]2)[C:21]1[CH:26]=[CH:25][CH:24]=[CH:23][CH:22]=1. (2) Given the product [C:1]1([C@H:7]([N:9]2[CH2:15][CH2:14][CH:13]([C:16]3[CH:24]=[CH:23][C:19]([C:20]([NH2:32])=[O:21])=[CH:18][CH:17]=3)[O:12][CH2:11][CH2:10]2)[CH3:8])[CH:6]=[CH:5][CH:4]=[CH:3][CH:2]=1, predict the reactants needed to synthesize it. The reactants are: [C:1]1([C@H:7]([N:9]2[CH2:15][CH2:14][CH:13]([C:16]3[CH:24]=[CH:23][C:19]([C:20](O)=[O:21])=[CH:18][CH:17]=3)[O:12][CH2:11][CH2:10]2)[CH3:8])[CH:6]=[CH:5][CH:4]=[CH:3][CH:2]=1.CO.N.[Cl-].COC1N=C(OC)N=C([N+]2(C)CCOCC2)[N:32]=1.